This data is from Forward reaction prediction with 1.9M reactions from USPTO patents (1976-2016). The task is: Predict the product of the given reaction. (1) Given the reactants [C:1]([CH:5]1[N:14]2[C:9](=[CH:10][C:11](=[O:20])[C:12]([C:15]([O:17]CC)=[O:16])=[CH:13]2)[C:8]2[CH:21]=[C:22]([O:32][CH3:33])[C:23]([O:25][CH2:26][C:27]([F:31])([F:30])[CH2:28][OH:29])=[CH:24][C:7]=2[CH2:6]1)([CH3:4])([CH3:3])[CH3:2].[Li+].[OH-].Cl, predict the reaction product. The product is: [C:1]([CH:5]1[N:14]2[C:9](=[CH:10][C:11](=[O:20])[C:12]([C:15]([OH:17])=[O:16])=[CH:13]2)[C:8]2[CH:21]=[C:22]([O:32][CH3:33])[C:23]([O:25][CH2:26][C:27]([F:31])([F:30])[CH2:28][OH:29])=[CH:24][C:7]=2[CH2:6]1)([CH3:4])([CH3:2])[CH3:3]. (2) Given the reactants [H-].[Na+].[S:3]1[CH:7]=[C:6]([C:8]2[CH:13]=[CH:12][C:11]([OH:14])=[CH:10][CH:9]=2)[C:5]2[CH:15]=[CH:16][CH:17]=[CH:18][C:4]1=2.[CH2:19]1[O:21][C@H:20]1[CH2:22]OS(C1C=C([N+]([O-])=O)C=CC=1)(=O)=O.O, predict the reaction product. The product is: [S:3]1[CH:7]=[C:6]([C:8]2[CH:9]=[CH:10][C:11]([O:14][CH2:22][CH:20]3[CH2:19][O:21]3)=[CH:12][CH:13]=2)[C:5]2[CH:15]=[CH:16][CH:17]=[CH:18][C:4]1=2. (3) Given the reactants [C:1](OC(=O)C)(=[O:3])[CH3:2].[NH:8]1[CH2:11][CH:10]([N:12]([CH:41]([CH3:43])[CH3:42])[C:13]([C:15]2[S:19][C:18]3=[N:20][C@:21]([C:31]4[CH:36]=[CH:35][C:34]([Cl:37])=[CH:33][CH:32]=4)([CH3:30])[C@@H:22]([C:23]4[CH:28]=[CH:27][C:26]([Cl:29])=[CH:25][CH:24]=4)[N:17]3[C:16]=2[CH:38]([CH3:40])[CH3:39])=[O:14])[CH2:9]1.C(N(CC)CC)C, predict the reaction product. The product is: [C:1]([N:8]1[CH2:9][CH:10]([N:12]([CH:41]([CH3:43])[CH3:42])[C:13]([C:15]2[S:19][C:18]3=[N:20][C@:21]([C:31]4[CH:36]=[CH:35][C:34]([Cl:37])=[CH:33][CH:32]=4)([CH3:30])[C@@H:22]([C:23]4[CH:24]=[CH:25][C:26]([Cl:29])=[CH:27][CH:28]=4)[N:17]3[C:16]=2[CH:38]([CH3:39])[CH3:40])=[O:14])[CH2:11]1)(=[O:3])[CH3:2]. (4) Given the reactants [Na+].[Cl-].[O:3]([CH2:10][C:11]([OH:13])=[O:12])[C:4]1[CH:9]=[CH:8][CH:7]=[CH:6][CH:5]=1.[OH-].[Na+].Cl[C:17]([O:19][CH:20]([CH2:22][CH3:23])[CH3:21])=[O:18], predict the reaction product. The product is: [C:17](=[O:18])([O:19][CH:20]([CH3:21])[CH2:22][CH3:23])[O:12][C:11](=[O:13])[CH2:10][O:3][C:4]1[CH:9]=[CH:8][CH:7]=[CH:6][CH:5]=1. (5) Given the reactants Cl.[C@@H:2]1([N:10]2[CH:17]=[CH:16][C:14]([NH2:15])=[N:13][C:11]2=[O:12])[O:9][C@H:6]([CH2:7][OH:8])[C@@H:4]([OH:5])[CH2:3]1.C(Cl)Cl, predict the reaction product. The product is: [C@@H:2]1([N:10]2[CH:17]=[CH:16][C:14]([NH2:15])=[N:13][C:11]2=[O:12])[O:9][C@H:6]([CH2:7][OH:8])[C@@H:4]([OH:5])[CH2:3]1. (6) Given the reactants [OH:1][C:2]1[C:7]2[CH:8]=[CH:9][S:10][C:6]=2[CH:5]=[CH:4][CH:3]=1.[OH-].[K+].[C:13]([OH:17])(=[O:16])[CH:14]=[O:15].Cl.[CH2:19]([N:23]([CH2:28][CH2:29][CH2:30][CH3:31])[CH2:24][CH2:25][CH2:26][CH3:27])[CH2:20][CH2:21][CH3:22], predict the reaction product. The product is: [OH:15][CH:14]([C:5]1[C:6]2[S:10][CH:9]=[CH:8][C:7]=2[C:2]([OH:1])=[CH:3][CH:4]=1)[C:13]([O-:17])=[O:16].[CH2:28]([NH+:23]([CH2:19][CH2:20][CH2:21][CH3:22])[CH2:24][CH2:25][CH2:26][CH3:27])[CH2:29][CH2:30][CH3:31]. (7) The product is: [C:41]([OH:47])([C:43]([F:46])([F:45])[F:44])=[O:42].[NH2:27][CH2:26][CH2:25][CH2:24][C:10]1[N:11]=[C:12]([NH:16][C:17]2[CH:18]=[C:19]([CH3:23])[CH:20]=[CH:21][CH:22]=2)[C:13]2[C:14](=[O:15])[NH:6][CH2:7][C:8]=2[N:9]=1. Given the reactants COC1C=C(OC)C=CC=1C[N:6]1[C:14](=[O:15])[C:13]2[C:12]([NH:16][C:17]3[CH:18]=[C:19]([CH3:23])[CH:20]=[CH:21][CH:22]=3)=[N:11][C:10]([CH2:24][CH2:25][CH2:26][NH:27]C(=O)OC(C)(C)C)=[N:9][C:8]=2[CH2:7]1.[C:41]([OH:47])([C:43]([F:46])([F:45])[F:44])=[O:42], predict the reaction product.